Dataset: Reaction yield outcomes from USPTO patents with 853,638 reactions. Task: Predict the reaction yield, written as a fraction of the theoretical maximum amount of product (1.0 means a 100% yield; for example, 0.34 means a 34% yield). The reactants are Cl[C:2]1[N:6]([CH3:7])[N:5]=[C:4]([CH:8]([F:10])[F:9])[C:3]=1[CH:11]=[O:12].[CH3:13][N:14](P(N(C)C)(N(C)C)=O)[CH3:15].CNC. The catalyst is O. The product is [F:9][CH:8]([F:10])[C:4]1[C:3]([CH:11]=[O:12])=[C:2]([N:14]([CH3:15])[CH3:13])[N:6]([CH3:7])[N:5]=1. The yield is 0.516.